From a dataset of Full USPTO retrosynthesis dataset with 1.9M reactions from patents (1976-2016). Predict the reactants needed to synthesize the given product. (1) Given the product [ClH:24].[F:17][C:13]1[CH:14]=[C:15]2[C:10](=[CH:11][CH:12]=1)[CH2:9][NH:8][CH2:16]2, predict the reactants needed to synthesize it. The reactants are: C([N:8]1[CH2:16][C:15]2[C:10](=[CH:11][CH:12]=[C:13]([F:17])[CH:14]=2)[CH2:9]1)C1C=CC=CC=1.[H][H].CC(C)=O.[ClH:24]. (2) Given the product [F:25][C:24]([F:27])([F:26])[C:21]1[CH:22]=[CH:23][C:18]([N:2]2[CH2:3][C@@H:4]3[C@@H:8]([NH:9][C:10](=[O:16])[O:11][C:12]([CH3:13])([CH3:15])[CH3:14])[CH2:7][CH2:6][C@@H:5]3[CH2:1]2)=[N:19][CH:20]=1, predict the reactants needed to synthesize it. The reactants are: [CH2:1]1[C@H:5]2[CH2:6][CH2:7][C@H:8]([NH:9][C:10](=[O:16])[O:11][C:12]([CH3:15])([CH3:14])[CH3:13])[C@H:4]2[CH2:3][NH:2]1.Br[C:18]1[CH:23]=[CH:22][C:21]([C:24]([F:27])([F:26])[F:25])=[CH:20][N:19]=1.C(N(CC)CC)C.O.C(O)C. (3) Given the product [Cl:1][C:2]1[C:3](=[O:21])[N:4]([C:14]2[CH:15]=[CH:16][C:17]([Cl:20])=[CH:18][CH:19]=2)[N:5]=[CH:6][C:7]=1[N:8]1[CH2:9][CH2:10][N:11]([C:25]([CH:22]2[CH2:24][CH2:23]2)=[O:26])[CH2:12][CH2:13]1, predict the reactants needed to synthesize it. The reactants are: [Cl:1][C:2]1[C:3](=[O:21])[N:4]([C:14]2[CH:19]=[CH:18][C:17]([Cl:20])=[CH:16][CH:15]=2)[N:5]=[CH:6][C:7]=1[N:8]1[CH2:13][CH2:12][NH:11][CH2:10][CH2:9]1.[CH:22]1([C:25](Cl)=[O:26])[CH2:24][CH2:23]1. (4) Given the product [CH3:14][S:15]([CH:2]1[CH2:6][CH2:5][N:4]([C:7]([O:9][C:10]([CH3:13])([CH3:12])[CH3:11])=[O:8])[CH2:3]1)(=[O:17])=[O:16], predict the reactants needed to synthesize it. The reactants are: O[CH:2]1[CH2:6][CH2:5][N:4]([C:7]([O:9][C:10]([CH3:13])([CH3:12])[CH3:11])=[O:8])[CH2:3]1.[CH3:14][S:15](Cl)(=[O:17])=[O:16]. (5) Given the product [F:1][C:2]1[CH:7]=[CH:6][C:5]([C@H:8]([CH2:28][CH2:29][N:33]2[CH2:36][CH:35]([N:37]3[CH2:42][CH2:41][CH:40]([F:43])[CH2:39][CH2:38]3)[CH2:34]2)[CH2:9][N:10]([CH3:27])[C:11](=[O:26])[C:12]2[CH:17]=[C:16]([C:18]([F:21])([F:20])[F:19])[CH:15]=[C:14]([C:22]([F:25])([F:24])[F:23])[CH:13]=2)=[CH:4][CH:3]=1, predict the reactants needed to synthesize it. The reactants are: [F:1][C:2]1[CH:7]=[CH:6][C:5]([C@H:8]([CH2:28][CH:29]=O)[CH2:9][N:10]([CH3:27])[C:11](=[O:26])[C:12]2[CH:17]=[C:16]([C:18]([F:21])([F:20])[F:19])[CH:15]=[C:14]([C:22]([F:25])([F:24])[F:23])[CH:13]=2)=[CH:4][CH:3]=1.Cl.Cl.[NH:33]1[CH2:36][CH:35]([N:37]2[CH2:42][CH2:41][CH:40]([F:43])[CH2:39][CH2:38]2)[CH2:34]1.C(N(CC)CC)C.C([BH3-])#N.[Na+]. (6) The reactants are: [F:1][C:2]1[CH:7]=[CH:6][C:5]([C:8]2[CH:13]=[CH:12][C:11]([C@@H:14]([N:16]3[CH2:21][CH2:20][C@:19]([CH2:28][CH2:29]O)([C:22]4[CH:27]=[CH:26][CH:25]=[CH:24][CH:23]=4)[O:18][C:17]3=[O:31])[CH3:15])=[CH:10][CH:9]=2)=[CH:4][CH:3]=1.[NH:32]1[CH2:37][CH2:36][O:35][CH2:34][CH2:33]1. Given the product [F:1][C:2]1[CH:3]=[CH:4][C:5]([C:8]2[CH:9]=[CH:10][C:11]([C@@H:14]([N:16]3[CH2:21][CH2:20][C@:19]([CH2:28][CH2:29][N:32]4[CH2:37][CH2:36][O:35][CH2:34][CH2:33]4)([C:22]4[CH:23]=[CH:24][CH:25]=[CH:26][CH:27]=4)[O:18][C:17]3=[O:31])[CH3:15])=[CH:12][CH:13]=2)=[CH:6][CH:7]=1, predict the reactants needed to synthesize it.